Dataset: Full USPTO retrosynthesis dataset with 1.9M reactions from patents (1976-2016). Task: Predict the reactants needed to synthesize the given product. (1) Given the product [NH:11]1[CH2:14][CH:13]([C:15]([NH:17][C:18]2[CH:19]=[CH:20][C:21]([S:24]([CH:27]3[CH2:28][CH2:29][N:30]([C:33]([O:35][C:36]([CH3:39])([CH3:38])[CH3:37])=[O:34])[CH2:31][CH2:32]3)(=[O:26])=[O:25])=[CH:22][CH:23]=2)=[O:16])[CH2:12]1, predict the reactants needed to synthesize it. The reactants are: C(OC([N:11]1[CH2:14][CH:13]([C:15]([NH:17][C:18]2[CH:23]=[CH:22][C:21]([S:24]([CH:27]3[CH2:32][CH2:31][N:30]([C:33]([O:35][C:36]([CH3:39])([CH3:38])[CH3:37])=[O:34])[CH2:29][CH2:28]3)(=[O:26])=[O:25])=[CH:20][CH:19]=2)=[O:16])[CH2:12]1)=O)C1C=CC=CC=1. (2) Given the product [C:31]([OH:2])(=[O:32])[CH3:33].[CH3:30][C:31]1([CH3:33])[N:15]=[C:14]([NH:13][CH2:6][C:7]2[CH:8]=[CH:9][CH:10]=[CH:11][CH:12]=2)[NH:16][C:17]([NH:19][CH2:20][CH2:21][CH2:22][CH2:23][CH2:24][CH2:25][CH2:26][CH2:27][CH2:28][CH3:29])=[N:18]1, predict the reactants needed to synthesize it. The reactants are: C[OH:2].Cl.Cl.Cl.[CH2:6]([NH:13][C:14]([NH:16][C:17]([NH:19][CH2:20][CH2:21][CH2:22][CH2:23][CH2:24][CH2:25][CH2:26][CH2:27][CH2:28][CH3:29])=[NH:18])=[NH:15])[C:7]1[CH:12]=[CH:11][CH:10]=[CH:9][CH:8]=1.[CH3:30][C:31]([CH3:33])=[O:32]. (3) Given the product [F:24][C:25]1[CH:32]=[CH:31][C:28]([CH2:29][O:8][C:9]2[CH:22]=[CH:21][C:12]([CH2:13][N:14]3[CH2:18][C@@H:17]([CH3:19])[O:16][C:15]3=[O:20])=[CH:11][C:10]=2[CH3:23])=[C:27]([C:33]([F:34])([F:35])[F:36])[CH:26]=1, predict the reactants needed to synthesize it. The reactants are: [Si]([O:8][C:9]1[CH:22]=[CH:21][C:12]([CH2:13][N:14]2[CH2:18][C@@H:17]([CH3:19])[O:16][C:15]2=[O:20])=[CH:11][C:10]=1[CH3:23])(C(C)(C)C)(C)C.[F:24][C:25]1[CH:32]=[CH:31][C:28]([CH2:29]Br)=[C:27]([C:33]([F:36])([F:35])[F:34])[CH:26]=1. (4) Given the product [Br:1][C:2]1[CH:7]=[CH:6][C:5]([S:8]([NH:12][CH2:13][CH2:14][NH:15][C:16](=[O:22])[O:17][C:18]([CH3:20])([CH3:19])[CH3:21])(=[O:10])=[O:9])=[CH:4][CH:3]=1, predict the reactants needed to synthesize it. The reactants are: [Br:1][C:2]1[CH:7]=[CH:6][C:5]([S:8](Cl)(=[O:10])=[O:9])=[CH:4][CH:3]=1.[NH2:12][CH2:13][CH2:14][NH:15][C:16](=[O:22])[O:17][C:18]([CH3:21])([CH3:20])[CH3:19].C(N(CC)CC)C. (5) Given the product [F:31][C:25]1[CH:26]=[C:27]([F:30])[CH:28]=[CH:29][C:24]=1[N:21]1[CH2:20][CH2:19][N:18]([C:16]([O:15][CH2:14][CH:9]2[CH2:10][O:11][CH2:12][CH2:13][NH:8]2)=[O:17])[CH2:23][CH2:22]1, predict the reactants needed to synthesize it. The reactants are: C(OC([N:8]1[CH2:13][CH2:12][O:11][CH2:10][CH:9]1[CH2:14][O:15][C:16]([N:18]1[CH2:23][CH2:22][N:21]([C:24]2[CH:29]=[CH:28][C:27]([F:30])=[CH:26][C:25]=2[F:31])[CH2:20][CH2:19]1)=[O:17])=O)(C)(C)C.C(O)(C(F)(F)F)=O. (6) Given the product [CH3:1][C:2]1[CH:9]=[CH:8][C:7]([N+:10]([O-:12])=[O:11])=[CH:6][C:3]=1/[CH:4]=[CH:21]/[N+:18]([O-:20])=[O:19], predict the reactants needed to synthesize it. The reactants are: [CH3:1][C:2]1[CH:9]=[CH:8][C:7]([N+:10]([O-:12])=[O:11])=[CH:6][C:3]=1[CH:4]=O.C([O-])(=O)C.[NH4+].[N+:18]([CH3:21])([O-:20])=[O:19].